This data is from Forward reaction prediction with 1.9M reactions from USPTO patents (1976-2016). The task is: Predict the product of the given reaction. (1) Given the reactants [C:1]([O:5][C:6]([N:8]1[CH2:13][CH2:12][C:11](=[CH2:14])[CH2:10][CH2:9]1)=[O:7])([CH3:4])([CH3:3])[CH3:2].B1C2CCCC1CCC2.Br[C:25]1[CH:26]=[C:27]2[C:31](=[C:32]([Cl:34])[CH:33]=1)[C:30](=[O:35])[N:29]([CH2:36][C:37]1[CH:42]=[CH:41][C:40]([O:43][C:44]([F:47])([F:46])[F:45])=[CH:39][CH:38]=1)[CH2:28]2.C(=O)([O-])[O-].[K+].[K+].[OH-].[Na+], predict the reaction product. The product is: [C:1]([O:5][C:6]([N:8]1[CH2:13][CH2:12][CH:11]([CH2:14][C:25]2[CH:26]=[C:27]3[C:31](=[C:32]([Cl:34])[CH:33]=2)[C:30](=[O:35])[N:29]([CH2:36][C:37]2[CH:42]=[CH:41][C:40]([O:43][C:44]([F:46])([F:47])[F:45])=[CH:39][CH:38]=2)[CH2:28]3)[CH2:10][CH2:9]1)=[O:7])([CH3:4])([CH3:3])[CH3:2]. (2) Given the reactants Cl.Cl.[NH:3]1[CH2:8][CH2:7][CH2:6][C@H:5]([NH:9][C:10]2[CH:11]=[C:12]3[C:16](=[CH:17][CH:18]=2)[NH:15][N:14]=[CH:13]3)[CH2:4]1.[CH:19]([C:21]1[CH:31]=[CH:30][C:24]([C:25]([O:27][CH2:28][CH3:29])=[O:26])=[CH:23][CH:22]=1)=O.C(O[BH-](OC(=O)C)OC(=O)C)(=O)C.[Na+], predict the reaction product. The product is: [NH:15]1[C:16]2[C:12](=[CH:11][C:10]([NH:9][C@H:5]3[CH2:6][CH2:7][CH2:8][N:3]([CH2:19][C:21]4[CH:31]=[CH:30][C:24]([C:25]([O:27][CH2:28][CH3:29])=[O:26])=[CH:23][CH:22]=4)[CH2:4]3)=[CH:18][CH:17]=2)[CH:13]=[N:14]1. (3) Given the reactants [H-].[Na+].[C:3]([C:5]1[CH:10]=[CH:9][C:8]([C:11]2[C:12]([C:18]#[N:19])=[C:13]([CH3:17])[NH:14][C:15]=2[CH3:16])=[CH:7][CH:6]=1)#[N:4].Br[CH2:21][C:22]1[CH:23]=[N:24][C:25]([Cl:33])=[C:26]([CH:32]=1)[C:27]([O:29][CH2:30][CH3:31])=[O:28].[Cl-].[Na+], predict the reaction product. The product is: [Cl:33][C:25]1[N:24]=[CH:23][C:22]([CH2:21][N:14]2[C:15]([CH3:16])=[C:11]([C:8]3[CH:7]=[CH:6][C:5]([C:3]#[N:4])=[CH:10][CH:9]=3)[C:12]([C:18]#[N:19])=[C:13]2[CH3:17])=[CH:32][C:26]=1[C:27]([O:29][CH2:30][CH3:31])=[O:28]. (4) Given the reactants Cl.[NH2:2][OH:3].C([O-])([O-])=O.[Na+].[Na+].[Cl:10][C:11]1[CH:18]=[CH:17][C:14]([C:15]#[N:16])=[CH:13][N:12]=1, predict the reaction product. The product is: [Cl:10][C:11]1[CH:18]=[CH:17][C:14]([C:15]([NH:2][OH:3])=[NH:16])=[CH:13][N:12]=1. (5) Given the reactants [CH2:1]([N:4]([CH:13]([CH3:15])[CH3:14])[C:5]1[CH:12]=[CH:11]C(C#N)=[CH:7][N:6]=1)[CH:2]=[CH2:3].[OH-:16].[K+].[CH3:18][CH2:19][OH:20], predict the reaction product. The product is: [CH2:1]([N:4]([CH:13]([CH3:15])[CH3:14])[C:5]1[CH:12]=[CH:11][C:18]([C:19]([OH:16])=[O:20])=[CH:7][N:6]=1)[CH:2]=[CH2:3]. (6) Given the reactants [CH2:1]([N:3]1[C:7]2[CH:8]=[CH:9][C:10]([CH:12]([C:15](=O)[C:16]3[CH:17]=[C:18]([CH3:22])[CH:19]=[CH:20][CH:21]=3)[C:13]#[N:14])=[CH:11][C:6]=2[N:5]([CH2:24][CH3:25])[C:4]1=[O:26])[CH3:2].Cl.[NH2:28][OH:29], predict the reaction product. The product is: [NH2:14][C:13]1[O:29][N:28]=[C:15]([C:16]2[CH:17]=[C:18]([CH3:22])[CH:19]=[CH:20][CH:21]=2)[C:12]=1[C:10]1[CH:9]=[CH:8][C:7]2[N:3]([CH2:1][CH3:2])[C:4](=[O:26])[N:5]([CH2:24][CH3:25])[C:6]=2[CH:11]=1. (7) Given the reactants [CH2:1]([O:8][C:9]1[CH:14]=[CH:13][C:12]([C:15]([C:17]2[N:18]([S:29]([C:32]3[CH:38]=[CH:37][C:35]([CH3:36])=[CH:34][CH:33]=3)(=[O:31])=[O:30])[CH:19]=[CH:20][C:21]=2[N:22]2[CH:26]=[CH:25][CH:24]=[C:23]2[CH2:27][OH:28])=[O:16])=[C:11]([O:39][CH3:40])[CH:10]=1)[C:2]1[CH:7]=[CH:6][CH:5]=[CH:4][CH:3]=1, predict the reaction product. The product is: [CH2:1]([O:8][C:9]1[CH:14]=[CH:13][C:12]([C:15]([C:17]2[N:18]([S:29]([C:32]3[CH:33]=[CH:34][C:35]([CH3:36])=[CH:37][CH:38]=3)(=[O:31])=[O:30])[CH:19]=[CH:20][C:21]=2[N:22]2[CH:26]=[CH:25][CH:24]=[C:23]2[CH:27]=[O:28])=[O:16])=[C:11]([O:39][CH3:40])[CH:10]=1)[C:2]1[CH:7]=[CH:6][CH:5]=[CH:4][CH:3]=1. (8) Given the reactants [NH2:1][C:2]1[CH:7]=[CH:6][CH:5]=[CH:4][C:3]=1[NH:8][C:9](=[O:30])[C:10]1[CH:15]=[CH:14][C:13]([CH2:16][NH:17][C:18]2[N:23]=C(C3C=NC=CN=3)C=[CH:20][N:19]=2)=[CH:12][CH:11]=1.N1C=CN=CC=1C(=O)C.[OH:40][CH2:41][C:42]1[C:46]([C:47](=O)[CH3:48])=[C:45]([CH3:50])[O:44][N:43]=1, predict the reaction product. The product is: [NH2:1][C:2]1[CH:7]=[CH:6][CH:5]=[CH:4][C:3]=1[NH:8][C:9](=[O:30])[C:10]1[CH:15]=[CH:14][C:13]([CH2:16][NH:17][C:18]2[N:23]=[C:47]([C:46]3[C:42]([CH2:41][OH:40])=[N:43][O:44][C:45]=3[CH3:50])[CH:48]=[CH:20][N:19]=2)=[CH:12][CH:11]=1.